From a dataset of Catalyst prediction with 721,799 reactions and 888 catalyst types from USPTO. Predict which catalyst facilitates the given reaction. (1) Reactant: [BH4-].[Na+].[O:3]1[C:7]2[CH:8]=[CH:9][C:10](/[CH:12]=[CH:13]/[C:14](=[O:19])[C:15]([CH3:18])([CH3:17])[CH3:16])=[CH:11][C:6]=2[O:5][CH2:4]1.[Cl-].[NH4+].C(OCC)(=O)C. Product: [O:3]1[C:7]2[CH:8]=[CH:9][C:10](/[CH:12]=[CH:13]/[CH:14]([OH:19])[C:15]([CH3:17])([CH3:16])[CH3:18])=[CH:11][C:6]=2[O:5][CH2:4]1. The catalyst class is: 5. (2) Reactant: [C:1]([OH:8])(=O)[C:2]#[C:3][CH2:4][CH2:5][CH3:6].Cl.[CH2:10]([C:12]1[S:32][C:15]2[N:16]=[C:17]([S:26][CH2:27][C:28]([O:30][CH3:31])=[O:29])[N:18]=[C:19]([N:20]3[CH2:25][CH2:24][NH:23][CH2:22][CH2:21]3)[C:14]=2[CH:13]=1)[CH3:11].C(N(C(C)C)CC)(C)C. Product: [CH2:10]([C:12]1[S:32][C:15]2[N:16]=[C:17]([S:26][CH2:27][C:28]([O:30][CH3:31])=[O:29])[N:18]=[C:19]([N:20]3[CH2:25][CH2:24][N:23]([C:1](=[O:8])[CH2:2][CH2:3][CH2:4][C:5]#[CH:6])[CH2:22][CH2:21]3)[C:14]=2[CH:13]=1)[CH3:11]. The catalyst class is: 60. (3) Reactant: [F:1][C:2]1[CH:7]=[CH:6][C:5]([C:8]2[N:9]=[C:10]3[C:15]([CH3:16])=[N:14][CH:13]=[CH:12][N:11]3[C:17]=2[C:18]2[CH:23]=[CH:22][N:21]=[C:20](S(C)(=O)=O)[N:19]=2)=[CH:4][CH:3]=1.[NH2:28][CH2:29][C:30]([CH3:34])([CH3:33])[CH2:31][OH:32]. Product: [F:1][C:2]1[CH:7]=[CH:6][C:5]([C:8]2[N:9]=[C:10]3[C:15]([CH3:16])=[N:14][CH:13]=[CH:12][N:11]3[C:17]=2[C:18]2[CH:23]=[CH:22][N:21]=[C:20]([NH:28][CH2:29][C:30]([CH3:34])([CH3:33])[CH2:31][OH:32])[N:19]=2)=[CH:4][CH:3]=1. The catalyst class is: 10. (4) Reactant: C(OP([CH2:9][C:10]#[N:11])(=O)OCC)C.CC(C)([O-])C.[K+].[CH:18]([C:20]1[CH:24]=[C:23]([C:25]2[CH:30]=[CH:29][C:28]([CH3:31])=[CH:27][CH:26]=2)[N:22]([C:32]2[CH:37]=[CH:36][C:35]([S:38]([NH2:41])(=[O:40])=[O:39])=[CH:34][CH:33]=2)[N:21]=1)=O.O. Product: [C:10](/[CH:9]=[CH:18]/[C:20]1[CH:24]=[C:23]([C:25]2[CH:30]=[CH:29][C:28]([CH3:31])=[CH:27][CH:26]=2)[N:22]([C:32]2[CH:37]=[CH:36][C:35]([S:38]([NH2:41])(=[O:40])=[O:39])=[CH:34][CH:33]=2)[N:21]=1)#[N:11]. The catalyst class is: 1. (5) Reactant: [C:1]([C:3]1[C:4]([OH:11])=[N:5][CH:6]=[CH:7][C:8]=1OC)#[N:2].O.[NH2:13][NH2:14]. Product: [NH2:2][C:1]1[C:3]2[C:4]([OH:11])=[N:5][CH:6]=[CH:7][C:8]=2[NH:14][N:13]=1. The catalyst class is: 27. (6) Product: [C:23]1([NH:22][CH2:19][CH2:18][S:17][C:9]2[N:8]([CH2:7][C:6]([OH:5])=[O:21])[C:12]3[CH:13]=[CH:14][CH:15]=[CH:16][C:11]=3[N:10]=2)[CH:28]=[CH:27][CH:26]=[CH:25][CH:24]=1. The catalyst class is: 14. Reactant: C([O:5][C:6](=[O:21])[CH2:7][N:8]1[C:12]2[CH:13]=[CH:14][CH:15]=[CH:16][C:11]=2[N:10]=[C:9]1[S:17][CH2:18][CH2:19]Br)(C)(C)C.[NH2:22][C:23]1[CH:28]=[CH:27][CH:26]=[CH:25][CH:24]=1.